This data is from Reaction yield outcomes from USPTO patents with 853,638 reactions. The task is: Predict the reaction yield, written as a fraction of the theoretical maximum amount of product (1.0 means a 100% yield; for example, 0.34 means a 34% yield). (1) The catalyst is CN(C=O)C. The reactants are [Cl:1][C:2]1[C:7](Cl)=[CH:6][N:5]=[CH:4][C:3]=1[CH:9]=[O:10].[Br:11]C1C=NC=CC=1Cl. The yield is 0.730. The product is [Br:11][C:7]1[C:2]([Cl:1])=[C:3]([CH:9]=[O:10])[CH:4]=[N:5][CH:6]=1. (2) The reactants are [NH2:1][C:2]1[C:3]([F:23])=[CH:4][C:5]([Cl:22])=[C:6]([C:8]2[C:9](=[O:21])[N:10]([CH2:19][CH3:20])[C:11]3[C:16]([CH:17]=2)=[CH:15][N:14]=[C:13](Cl)[CH:12]=3)[CH:7]=1.[CH3:24][O:25][C:26]1[CH:31]=[CH:30][C:29]([CH2:32][NH:33][CH3:34])=[CH:28][CH:27]=1. No catalyst specified. The product is [CH3:24][O:25][C:26]1[CH:31]=[CH:30][C:29]([CH2:32][N:33]([CH3:34])[C:13]2[CH:12]=[C:11]3[C:16]([CH:17]=[C:8]([C:6]4[CH:7]=[C:2]([NH2:1])[C:3]([F:23])=[CH:4][C:5]=4[Cl:22])[C:9](=[O:21])[N:10]3[CH2:19][CH3:20])=[CH:15][N:14]=2)=[CH:28][CH:27]=1. The yield is 0.730. (3) The reactants are [Cl:1][C:2]1[C:3]([NH2:19])=[CH:4][C:5]([CH3:18])=[C:6]([C:8]2[CH:13]=[CH:12][CH:11]=[CH:10][C:9]=2[C:14]([F:17])([F:16])[F:15])[CH:7]=1.[C:20]([O:23]C(=O)C)(=O)[CH3:21].[N+:27]([O-])([OH:29])=[O:28]. The catalyst is CC(O)=O. The product is [Cl:1][C:2]1[C:3]([NH:19][C:20](=[O:23])[CH3:21])=[C:4]([N+:27]([O-:29])=[O:28])[C:5]([CH3:18])=[C:6]([C:8]2[CH:13]=[CH:12][CH:11]=[CH:10][C:9]=2[C:14]([F:16])([F:17])[F:15])[CH:7]=1. The yield is 0.600. (4) The reactants are [CH3:1][O:2][C:3](=[O:15])[CH2:4][C@H:5]1[C:9]2[CH:10]=[CH:11][C:12]([OH:14])=[CH:13][C:8]=2[O:7][CH2:6]1.[CH3:16][C:17]1[C:22]([CH3:23])=[C:21]([O:24][CH2:25][CH2:26][CH2:27][S:28]([CH3:31])(=[O:30])=[O:29])[C:20]([CH3:32])=[C:19]([CH3:33])[C:18]=1[C:34]1[CH:39]=[CH:38][CH:37]=[C:36]([CH2:40]O)[CH:35]=1.C(P(CCCC)CCCC)CCC.N(C(N1CCCCC1)=O)=NC(N1CCCCC1)=O. The catalyst is C1(C)C=CC=CC=1.CCCCCC. The product is [CH3:1][O:2][C:3](=[O:15])[CH2:4][C@H:5]1[C:9]2[CH:10]=[CH:11][C:12]([O:14][CH2:40][C:36]3[CH:35]=[C:34]([C:18]4[C:17]([CH3:16])=[C:22]([CH3:23])[C:21]([O:24][CH2:25][CH2:26][CH2:27][S:28]([CH3:31])(=[O:29])=[O:30])=[C:20]([CH3:32])[C:19]=4[CH3:33])[CH:39]=[CH:38][CH:37]=3)=[CH:13][C:8]=2[O:7][CH2:6]1. The yield is 0.820. (5) The reactants are [OH:1][C:2]1[N:9]=[C:8]([CH3:10])[CH:7]=[CH:6][C:3]=1[C:4]#[N:5].[OH-].[K+].I[CH:14]([CH3:16])[CH3:15]. The catalyst is CCO. The product is [CH:14]([O:1][C:2]1[N:9]=[C:8]([CH3:10])[CH:7]=[CH:6][C:3]=1[C:4]#[N:5])([CH3:16])[CH3:15]. The yield is 0.770. (6) The reactants are C([N:8]1[CH2:13][CH2:12][C:11]([C:21]2[CH:33]=[CH:32][C:24]([C:25]([N:27]([CH2:30][CH3:31])[CH2:28][CH3:29])=[O:26])=[CH:23][CH:22]=2)([C:14]2[CH:19]=[CH:18][CH:17]=[C:16]([OH:20])[CH:15]=2)[CH2:10][CH2:9]1)C1C=CC=CC=1. The catalyst is C(O)(=O)C.[OH-].[OH-].[Pd+2]. The product is [CH2:30]([N:27]([CH2:28][CH3:29])[C:25](=[O:26])[C:24]1[CH:23]=[CH:22][C:21]([C:11]2([C:14]3[CH:19]=[CH:18][CH:17]=[C:16]([OH:20])[CH:15]=3)[CH2:12][CH2:13][NH:8][CH2:9][CH2:10]2)=[CH:33][CH:32]=1)[CH3:31]. The yield is 0.830. (7) The reactants are FC(F)(F)S(O[C:7]1[C:8]([C:18](=[O:20])[CH3:19])=[CH:9][C:10]([Cl:17])=[C:11]2[C:16]=1[N:15]=[CH:14][CH:13]=[CH:12]2)(=O)=O.[CH3:23][O:24][CH:25]1[CH2:30][CH2:29][CH2:28][NH:27][CH2:26]1.C(=O)([O-])[O-].[Cs+].[Cs+]. The catalyst is O1CCCC1.ClCCl.C([O-])(=O)C.[Pd+2].C([O-])(=O)C.C1C=CC(P(C2C=CC3C(=CC=CC=3)C=2C2C3C(=CC=CC=3)C=CC=2P(C2C=CC=CC=2)C2C=CC=CC=2)C2C=CC=CC=2)=CC=1. The product is [Cl:17][C:10]1[CH:9]=[C:8]([C:18](=[O:20])[CH3:19])[C:7]([N:27]2[CH2:28][CH2:29][CH2:30][CH:25]([O:24][CH3:23])[CH2:26]2)=[C:16]2[C:11]=1[CH:12]=[CH:13][CH:14]=[N:15]2. The yield is 0.340.